From a dataset of Full USPTO retrosynthesis dataset with 1.9M reactions from patents (1976-2016). Predict the reactants needed to synthesize the given product. (1) Given the product [ClH:44].[ClH:44].[CH:1]([O:4][C:5]([C:7]1[CH:8]([C:35]2[CH:40]=[CH:39][CH:38]=[C:37]([N+:41]([O-:43])=[O:42])[CH:36]=2)[C:9]([C:15]([O:17][CH:18]2[CH2:19][N:20]([CH:22]([C:29]3[CH:34]=[CH:33][CH:32]=[CH:31][CH:30]=3)[C:23]3[CH:28]=[CH:27][CH:26]=[CH:25][CH:24]=3)[CH2:21]2)=[O:16])=[C:10]([NH2:14])[NH:11][C:12]=1[CH3:13])=[O:6])([CH3:3])[CH3:2], predict the reactants needed to synthesize it. The reactants are: [CH:1]([O:4][C:5]([C:7]1[CH:8]([C:35]2[CH:40]=[CH:39][CH:38]=[C:37]([N+:41]([O-:43])=[O:42])[CH:36]=2)[C:9]([C:15]([O:17][CH:18]2[CH2:21][N:20]([CH:22]([C:29]3[CH:34]=[CH:33][CH:32]=[CH:31][CH:30]=3)[C:23]3[CH:28]=[CH:27][CH:26]=[CH:25][CH:24]=3)[CH2:19]2)=[O:16])=[C:10]([NH2:14])[NH:11][C:12]=1[CH3:13])=[O:6])([CH3:3])[CH3:2].[ClH:44]. (2) Given the product [F:6][C:7]1[CH:8]=[CH:9][C:10]([S:13][C:14]2([C:22]3[CH:23]=[CH:24][C:25]([C:28]([F:37])([C:29]([F:30])([F:31])[F:32])[C:33]([F:36])([F:35])[F:34])=[CH:26][CH:27]=3)[CH2:18][NH:17][C@H:16]([CH2:19][OH:20])[CH2:15]2)=[CH:11][CH:12]=1, predict the reactants needed to synthesize it. The reactants are: C1COCC1.[F:6][C:7]1[CH:12]=[CH:11][C:10]([S:13][C:14]2([C:22]3[CH:27]=[CH:26][C:25]([C:28]([F:37])([C:33]([F:36])([F:35])[F:34])[C:29]([F:32])([F:31])[F:30])=[CH:24][CH:23]=3)[CH2:18][NH:17][C@H:16]([C:19](O)=[O:20])[CH2:15]2)=[CH:9][CH:8]=1.OS(O)(=O)=O.[OH-].[Na+]. (3) Given the product [O:26]=[C:27]1[NH:35][C:30]2=[N:31][CH:32]=[CH:33][CH:34]=[C:29]2[N:28]1[CH:36]1[CH2:37][CH2:38][N:39]([C:42]([O:23][C@H:20]2[C:12]3=[N:13][CH:14]=[C:15]([N:17]([CH3:19])[CH3:18])[CH:16]=[C:11]3[CH2:10][C@H:9]([C:3]3[CH:4]=[CH:5][CH:6]=[C:7]([F:8])[C:2]=3[F:1])[CH2:22][CH2:21]2)=[O:43])[CH2:40][CH2:41]1, predict the reactants needed to synthesize it. The reactants are: [F:1][C:2]1[C:7]([F:8])=[CH:6][CH:5]=[CH:4][C:3]=1[C@@H:9]1[CH2:22][CH2:21][C@@H:20]([OH:23])[C:12]2=[N:13][CH:14]=[C:15]([N:17]([CH3:19])[CH3:18])[CH:16]=[C:11]2[CH2:10]1.[H-].[Na+].[O:26]=[C:27]1[NH:35][C:30]2=[N:31][CH:32]=[CH:33][CH:34]=[C:29]2[N:28]1[CH:36]1[CH2:41][CH2:40][N:39]([C:42](OC2C=CC([N+]([O-])=O)=CC=2)=[O:43])[CH2:38][CH2:37]1. (4) Given the product [Si:27]([O:26][CH2:25][CH2:24][N:3]1[C:2]([CH3:1])=[C:6]([B:7]2[O:11][C:10]([CH3:12])([CH3:13])[C:9]([CH3:15])([CH3:14])[O:8]2)[C:5]([CH3:16])=[N:4]1)([C:30]([CH3:33])([CH3:32])[CH3:31])([CH3:29])[CH3:28], predict the reactants needed to synthesize it. The reactants are: [CH3:1][C:2]1[C:6]([B:7]2[O:11][C:10]([CH3:13])([CH3:12])[C:9]([CH3:15])([CH3:14])[O:8]2)=[C:5]([CH3:16])[NH:4][N:3]=1.C([O-])([O-])=O.[Cs+].[Cs+].Br[CH2:24][CH2:25][O:26][Si:27]([C:30]([CH3:33])([CH3:32])[CH3:31])([CH3:29])[CH3:28].